The task is: Predict the reactants needed to synthesize the given product.. This data is from Full USPTO retrosynthesis dataset with 1.9M reactions from patents (1976-2016). (1) Given the product [C:1]([NH:4][C:5]([CH:26]1[CH2:32][C@H:31]2[N:33]([CH2:39][C:38]3[CH:41]=[CH:42][C:35]([Cl:34])=[CH:36][CH:37]=3)[C@H:28]([CH2:29][CH2:30]2)[CH2:27]1)([CH2:13][CH2:14][CH2:15][CH2:16][B:17]1[O:21][C:20]([CH3:22])([CH3:23])[C:19]([CH3:24])([CH3:25])[O:18]1)[C:6]([NH:8][C:9]([CH3:10])([CH3:11])[CH3:12])=[O:7])(=[O:3])[CH3:2], predict the reactants needed to synthesize it. The reactants are: [C:1]([NH:4][C:5]([CH:26]1[CH2:32][C@H:31]2[NH:33][C@H:28]([CH2:29][CH2:30]2)[CH2:27]1)([CH2:13][CH2:14][CH2:15][CH2:16][B:17]1[O:21][C:20]([CH3:23])([CH3:22])[C:19]([CH3:25])([CH3:24])[O:18]1)[C:6]([NH:8][C:9]([CH3:12])([CH3:11])[CH3:10])=[O:7])(=[O:3])[CH3:2].[Cl:34][C:35]1[CH:42]=[CH:41][C:38]([CH:39]=O)=[CH:37][CH:36]=1.C(O)(=O)C.C(O[BH-](OC(=O)C)OC(=O)C)(=O)C.[Na+]. (2) Given the product [Cl:9][C:10]1[CH:18]=[C:17]([Cl:19])[CH:16]=[CH:15][C:11]=1[C:12]([O:14][C:1]1([N:7]=[O:8])[CH2:6][CH2:5][CH2:4][CH2:3][CH2:2]1)=[O:13], predict the reactants needed to synthesize it. The reactants are: [C:1]1(=[N:7][OH:8])[CH2:6][CH2:5][CH2:4][CH2:3][CH2:2]1.[Cl:9][C:10]1[CH:18]=[C:17]([Cl:19])[CH:16]=[CH:15][C:11]=1[C:12]([OH:14])=[O:13]. (3) Given the product [Cl:22][C:17]1[CH:18]=[CH:19][CH:20]=[CH:21][C:16]=1[O:15][C:13]1[CH2:14][N:10]([CH:4]([CH2:5][C:6]([F:9])([F:8])[F:7])[C:3]([OH:24])=[O:2])[C:11](=[O:23])[CH:12]=1, predict the reactants needed to synthesize it. The reactants are: C[O:2][C:3](=[O:24])[CH:4]([N:10]1[CH2:14][C:13]([O:15][C:16]2[CH:21]=[CH:20][CH:19]=[CH:18][C:17]=2[Cl:22])=[CH:12][C:11]1=[O:23])[CH2:5][C:6]([F:9])([F:8])[F:7].O1CCCC1.O.[OH-].[Li+].